This data is from Full USPTO retrosynthesis dataset with 1.9M reactions from patents (1976-2016). The task is: Predict the reactants needed to synthesize the given product. (1) The reactants are: FC(F)(F)S(O[C:7]1[CH:12]=[CH:11][CH:10]=[C:9]([N:13]2[CH2:18][CH2:17][O:16][CH2:15][CH2:14]2)[CH:8]=1)(=O)=O.B1(B2OC(C)(C)C(C)(C)O2)OC(C)(C)C(C)(C)O1.C([O-])(=O)C.[K+].[ClH:44].[N:45]12[CH2:52][CH2:51][CH:48]([CH2:49][CH2:50]1)[C@@H:47]([NH:53][C:54]([C:56]1[S:57][C:58]3[C:64](Br)=[CH:63][CH:62]=[CH:61][C:59]=3[CH:60]=1)=[O:55])[CH2:46]2.C(=O)([O-])[O-].[Na+].[Na+]. Given the product [ClH:44].[N:45]12[CH2:50][CH2:49][CH:48]([CH2:51][CH2:52]1)[C@@H:47]([NH:53][C:54]([C:56]1[S:57][C:58]3[C:64]([C:7]4[CH:12]=[CH:11][CH:10]=[C:9]([N:13]5[CH2:14][CH2:15][O:16][CH2:17][CH2:18]5)[CH:8]=4)=[CH:63][CH:62]=[CH:61][C:59]=3[CH:60]=1)=[O:55])[CH2:46]2, predict the reactants needed to synthesize it. (2) The reactants are: [CH:1](=O)[CH2:2][CH2:3][CH3:4].C(O)(=O)C.[C:10]([O:14][C:15](=[O:36])[CH2:16][NH:17][C:18]1[CH:23]=[CH:22][C:21]([NH:24][S:25]([C:28]2[CH:33]=[CH:32][C:31]([F:34])=[CH:30][CH:29]=2)(=[O:27])=[O:26])=[CH:20][C:19]=1[NH2:35])([CH3:13])([CH3:12])[CH3:11]. Given the product [C:10]([O:14][C:15](=[O:36])[CH2:16][N:17]1[C:18]2[CH:23]=[CH:22][C:21]([NH:24][S:25]([C:28]3[CH:29]=[CH:30][C:31]([F:34])=[CH:32][CH:33]=3)(=[O:27])=[O:26])=[CH:20][C:19]=2[N:35]=[C:1]1[CH2:2][CH2:3][CH3:4])([CH3:13])([CH3:11])[CH3:12], predict the reactants needed to synthesize it.